This data is from Catalyst prediction with 721,799 reactions and 888 catalyst types from USPTO. The task is: Predict which catalyst facilitates the given reaction. Reactant: [CH2:1]([Li])[CH2:2]CC.[CH2:6]([CH:8]1[C:20]2[CH:19]=[CH:18][CH:17]=[CH:16][C:15]=2[C:14]2[C:9]1=[CH:10][CH:11]=[CH:12][CH:13]=2)[CH3:7].BrCC.Cl. Product: [CH2:6]([C:8]1([CH2:1][CH3:2])[C:9]2[CH:10]=[CH:11][CH:12]=[CH:13][C:14]=2[C:15]2[C:20]1=[CH:19][CH:18]=[CH:17][CH:16]=2)[CH3:7]. The catalyst class is: 20.